This data is from Forward reaction prediction with 1.9M reactions from USPTO patents (1976-2016). The task is: Predict the product of the given reaction. Given the reactants [CH2:1]([N:3]1[CH2:8][CH2:7][N:6]([C:9]2[CH:10]=[CH:11][C:12]([NH2:15])=[N:13][CH:14]=2)[CH2:5][CH2:4]1)[CH3:2].Cl.Br[C:18]1[C:19]2[N:20]([CH:25]=[CH:26][N:27]=2)[CH:21]=[C:22]([Cl:24])[CH:23]=1.C1(P(C2C=CC=CC=2)C2C=CC3C(=CC=CC=3)C=2C2C3C(=CC=CC=3)C=CC=2P(C2C=CC=CC=2)C2C=CC=CC=2)C=CC=CC=1.C(=O)([O-])[O-].[Cs+].[Cs+], predict the reaction product. The product is: [Cl:24][C:22]1[CH:23]=[C:18]([NH:15][C:12]2[CH:11]=[CH:10][C:9]([N:6]3[CH2:5][CH2:4][N:3]([CH2:1][CH3:2])[CH2:8][CH2:7]3)=[CH:14][N:13]=2)[C:19]2[N:20]([CH:25]=[CH:26][N:27]=2)[CH:21]=1.